Dataset: Forward reaction prediction with 1.9M reactions from USPTO patents (1976-2016). Task: Predict the product of the given reaction. (1) The product is: [CH2:10]([NH:9][C@@H:2]([CH2:3][C:8]1[CH:7]=[CH:6][C:5]([CH3:4])=[CH:29][CH:28]=1)[C:23]([OH:24])=[O:26])[C:16]1[CH:17]=[CH:18][CH:19]=[CH:20][CH:21]=1. Given the reactants O.[CH2:2]([NH:9][CH:10]([C:16]1[CH:21]=[CH:20][C:19](C)=[CH:18][CH:17]=1)CC(OC)=O)[C:3]1[CH:8]=[CH:7][CH:6]=[CH:5][CH:4]=1.[C:23](=[O:26])([O-])[OH:24].[Na+].[C:28]1(C)C=CC=C[CH:29]=1, predict the reaction product. (2) Given the reactants Br[C:2]1[CH:7]=[CH:6][CH:5]=[C:4]([Br:8])[CH:3]=1.Cl.[NH:10]1[CH2:13][CH2:12][CH2:11]1.C1C=CC(P(C2C(C3C(P(C4C=CC=CC=4)C4C=CC=CC=4)=CC=C4C=3C=CC=C4)=C3C(C=CC=C3)=CC=2)C2C=CC=CC=2)=CC=1.[Na], predict the reaction product. The product is: [Br:8][C:4]1[CH:3]=[C:2]([N:10]2[CH2:13][CH2:12][CH2:11]2)[CH:7]=[CH:6][CH:5]=1.